This data is from Forward reaction prediction with 1.9M reactions from USPTO patents (1976-2016). The task is: Predict the product of the given reaction. (1) Given the reactants Cl[C:2]1[N:3]=[C:4]([N:21]2[CH2:26][CH2:25][O:24][CH2:23][CH2:22]2)[C:5]2[S:10][C:9]([CH2:11][N:12]3[CH2:17][CH2:16][CH:15]([N:18]([CH3:20])[CH3:19])[CH2:14][CH2:13]3)=[CH:8][C:6]=2[N:7]=1.[S:27]1[CH:31]=[C:30](B(O)O)[C:29]2[CH:35]=[CH:36][CH:37]=[CH:38][C:28]1=2.C(=O)([O-])[O-].[Na+].[Na+], predict the reaction product. The product is: [S:27]1[CH:31]=[C:30]([C:2]2[N:3]=[C:4]([N:21]3[CH2:26][CH2:25][O:24][CH2:23][CH2:22]3)[C:5]3[S:10][C:9]([CH2:11][N:12]4[CH2:17][CH2:16][CH:15]([N:18]([CH3:20])[CH3:19])[CH2:14][CH2:13]4)=[CH:8][C:6]=3[N:7]=2)[C:29]2[CH:35]=[CH:36][CH:37]=[CH:38][C:28]1=2. (2) Given the reactants [Br:1][C:2]1([C:5]([NH:7][CH2:8][C:9](=O)[CH2:10][CH2:11][CH2:12][CH3:13])=O)[CH2:4][CH2:3]1.P12(SP3(SP(SP(S3)(S1)=S)(=S)S2)=S)=[S:16].[OH-].[Na+], predict the reaction product. The product is: [Br:1][C:2]1([C:5]2[S:16][C:9]([CH2:10][CH2:11][CH2:12][CH3:13])=[CH:8][N:7]=2)[CH2:4][CH2:3]1. (3) Given the reactants [CH3:1][NH:2][C:3]([CH:5]1[CH2:10][N:9]([S:11]([C:14]2[S:18][C:17]3[CH:19]=[C:20]([C:23]#[C:24][Si](C)(C)C)[CH:21]=[CH:22][C:16]=3[CH:15]=2)(=[O:13])=[O:12])[CH2:8][CH2:7][N:6]1[C:29]([C:31]1[S:32][C:33]2[CH2:34][NH:35][CH:36]([CH3:40])[CH2:37][C:38]=2[N:39]=1)=[O:30])=[O:4].[OH-].[Na+].[Cl-].[NH4+].C(=O)(O)[O-].[Na+], predict the reaction product. The product is: [C:23]([C:20]1[CH:21]=[CH:22][C:16]2[CH:15]=[C:14]([S:11]([N:9]3[CH2:8][CH2:7][N:6]([C:29]([C:31]4[S:32][C:33]5[CH2:34][NH:35][CH:36]([CH3:40])[CH2:37][C:38]=5[N:39]=4)=[O:30])[CH:5]([C:3](=[O:4])[NH:2][CH3:1])[CH2:10]3)(=[O:13])=[O:12])[S:18][C:17]=2[CH:19]=1)#[CH:24]. (4) Given the reactants P([O-])([O-])([O-])=O.[Na+].[Na+].[Na+].[CH3:9][CH:10]1[CH2:15][CH2:14][N:13]([CH2:16][CH2:17][CH2:18][C:19]([C:21]2[CH:26]=[CH:25][C:24]([F:27])=[CH:23][CH:22]=2)=[O:20])[CH2:12][CH2:11]1.Cl, predict the reaction product. The product is: [CH3:9][CH:10]1[CH2:15][CH2:14][N:13]([CH2:16][CH2:17][CH2:18][C:19]([C:21]2[CH:22]=[CH:23][C:24]([F:27])=[CH:25][CH:26]=2)=[O:20])[CH2:12][CH2:11]1. (5) Given the reactants IC1C=CC(C)=C2C=1C(=O)NC2.NC1C=CC=C2C=1C(=O)NC2.C1(C)C=CC=CC=1P(C1C=CC=CC=1C)C1C=CC=CC=1C.C(N(CC)CC)C.C[C:54]1[CH:62]=[CH:61][C:60]([C:63]2[N:64]([C:79]([O:81][C:82]([CH3:85])([CH3:84])[CH3:83])=[O:80])[C:65]3[C:70]([CH:71]=2)=[CH:69][C:68]([CH2:72][N:73]2[CH2:78][CH2:77][CH2:76][CH2:75][CH2:74]2)=[CH:67][CH:66]=3)=[C:59]2[C:55]=1[CH2:56][NH:57][C:58]2=[O:86], predict the reaction product. The product is: [C:82]([O:81][C:79]([N:64]1[C:65]2[C:70](=[CH:69][C:68]([CH2:72][N:73]3[CH2:74][CH2:75][CH2:76][CH2:77][CH2:78]3)=[CH:67][CH:66]=2)[CH:71]=[C:63]1[C:60]1[CH:61]=[CH:62][CH:54]=[C:55]2[C:59]=1[C:58](=[O:86])[NH:57][CH2:56]2)=[O:80])([CH3:85])([CH3:83])[CH3:84].